This data is from Reaction yield outcomes from USPTO patents with 853,638 reactions. The task is: Predict the reaction yield, written as a fraction of the theoretical maximum amount of product (1.0 means a 100% yield; for example, 0.34 means a 34% yield). (1) The reactants are N[C:2]1[C:7](=[O:8])[N:6]([CH3:9])[CH:5]=[C:4]([C:10]2[CH:11]=[CH:12][C:13]([O:21][CH3:22])=[C:14]([NH:16][S:17]([CH3:20])(=[O:19])=[O:18])[CH:15]=2)[CH:3]=1.[CH2:23]=O.[BH3-][C:26]#[N:27].[Na+]. The catalyst is CO.CC(O)=O. The product is [CH3:23][N:27]([CH3:26])[C:2]1[C:7](=[O:8])[N:6]([CH3:9])[CH:5]=[C:4]([C:10]2[CH:11]=[CH:12][C:13]([O:21][CH3:22])=[C:14]([NH:16][S:17]([CH3:20])(=[O:19])=[O:18])[CH:15]=2)[CH:3]=1. The yield is 0.430. (2) The reactants are [Si]([O:8][C:9]1[CH:10]=[CH:11][CH:12]=[C:13]2[C:18]=1[N:17]=[C:16]([C:19]1[N:23]3[CH:24]=[C:25]([CH:28]4[CH2:30][CH2:29]4)[CH:26]=[CH:27][C:22]3=[N:21][N:20]=1)[CH:15]=[CH:14]2)(C(C)(C)C)(C)C. The catalyst is C1COCC1.[NH4+].[Cl-].O. The product is [CH:28]1([C:25]2[CH:26]=[CH:27][C:22]3[N:23]([C:19]([C:16]4[CH:15]=[CH:14][C:13]5[C:18](=[C:9]([OH:8])[CH:10]=[CH:11][CH:12]=5)[N:17]=4)=[N:20][N:21]=3)[CH:24]=2)[CH2:30][CH2:29]1. The yield is 0.624. (3) The reactants are [CH3:1][O:2][C:3]1[CH:4]=[C:5]2[C:10](=[CH:11][C:12]=1[O:13][CH2:14][CH:15]1[CH2:17][O:16]1)[N:9]=[CH:8][CH:7]=[C:6]2[O:18][C:19]1[CH:24]=[CH:23][C:22]([CH3:25])=[CH:21][C:20]=1[C:26]([C:28]1[CH:33]=[CH:32][CH:31]=[CH:30][CH:29]=1)=[O:27].[NH:34]1[CH2:39][CH2:38][O:37][CH2:36][CH2:35]1.O. The catalyst is CN(C)C=O. The product is [OH:16][CH:15]([CH2:17][N:34]1[CH2:39][CH2:38][O:37][CH2:36][CH2:35]1)[CH2:14][O:13][C:12]1[CH:11]=[C:10]2[C:5]([C:6]([O:18][C:19]3[CH:24]=[CH:23][C:22]([CH3:25])=[CH:21][C:20]=3[C:26]([C:28]3[CH:29]=[CH:30][CH:31]=[CH:32][CH:33]=3)=[O:27])=[CH:7][CH:8]=[N:9]2)=[CH:4][C:3]=1[O:2][CH3:1]. The yield is 0.690. (4) The reactants are Br[C:2]1[CH:3]=[CH:4][CH:5]=[C:6]2[C:11]=1[N:10]=[C:9]([NH:12][C:13]([CH3:16])([CH3:15])[CH3:14])[N:8]([CH2:17][CH2:18][S:19]([CH3:22])(=[O:21])=[O:20])[C:7]2=[O:23].[CH3:24][C@@H:25]1[C:29]2[NH:30][C:31](B3OC(C)(C)C(C)(C)O3)=[CH:32][C:28]=2[C:27](=[O:42])[NH:26]1.P([O-])([O-])([O-])=O.[K+].[K+].[K+]. The catalyst is O1CCOCC1.CC(C1C=C(C(C)C)C(C2C(P(C3CCCCC3)C3CCCCC3)=CC=CC=2)=C(C(C)C)C=1)C.C1C=[C-]C(CCN)=CC=1.Cl[Pd+].O. The product is [C:13]([NH:12][C:9]1[N:8]([CH2:17][CH2:18][S:19]([CH3:22])(=[O:21])=[O:20])[C:7](=[O:23])[C:6]2[C:11](=[C:2]([C:31]3[NH:30][C:29]4[C@@H:25]([CH3:24])[NH:26][C:27](=[O:42])[C:28]=4[CH:32]=3)[CH:3]=[CH:4][CH:5]=2)[N:10]=1)([CH3:16])([CH3:15])[CH3:14]. The yield is 0.720. (5) The product is [NH2:11][C:8]1[CH:9]=[CH:10][N:6]([CH2:5][CH:4]([OH:14])[CH2:3][O:2][CH3:1])[N:7]=1. The catalyst is C(OCC)(=O)C.[Pd]. The yield is 0.600. The reactants are [CH3:1][O:2][CH2:3][CH:4]([OH:14])[CH2:5][N:6]1[CH:10]=[CH:9][C:8]([N+:11]([O-])=O)=[N:7]1. (6) The reactants are S(Cl)(Cl)=O.[C:5]([C@H:8]1[C:17]2[C:12](=[CH:13][CH:14]=[CH:15][CH:16]=2)[C:11](=[O:18])[N:10]([CH2:19][CH2:20][CH2:21][Cl:22])[C@H:9]1[C:23]1[CH:28]=[CH:27][C:26]([O:29][CH3:30])=[CH:25][CH:24]=1)(O)=[O:6].[Cl-].[Al+3].[Cl-].[Cl-]. The catalyst is C1C=CC=CC=1. The product is [Cl:22][CH2:21][CH2:20][CH2:19][N:10]1[C:9]2[C:23]3[CH:28]=[CH:27][C:26]([O:29][CH3:30])=[CH:25][C:24]=3[C:5](=[O:6])[C:8]=2[C:17]2[C:12](=[CH:13][CH:14]=[CH:15][CH:16]=2)[C:11]1=[O:18]. The yield is 0.170.